Dataset: Reaction yield outcomes from USPTO patents with 853,638 reactions. Task: Predict the reaction yield, written as a fraction of the theoretical maximum amount of product (1.0 means a 100% yield; for example, 0.34 means a 34% yield). The reactants are [Na].[SH:2][CH2:3][C:4]([O:6][CH2:7][CH3:8])=[O:5].Cl[CH2:10][CH2:11][CH2:12][C:13]([O:15][CH2:16][CH3:17])=[O:14]. The catalyst is C(O)C. The product is [CH2:7]([O:6][C:4]([CH2:3][S:2][CH2:10][CH2:11][CH2:12][C:13]([O:15][CH2:16][CH3:17])=[O:14])=[O:5])[CH3:8]. The yield is 0.950.